This data is from Forward reaction prediction with 1.9M reactions from USPTO patents (1976-2016). The task is: Predict the product of the given reaction. (1) Given the reactants [C:1]1([C:21]2[CH:26]=[CH:25][CH:24]=[CH:23][CH:22]=2)[CH:6]=[CH:5][C:4]([O:7][CH2:8][CH2:9][CH2:10][O:11][C:12]2[CH:19]=[CH:18]C(C=O)=[C:14]([F:20])[CH:13]=2)=[CH:3][CH:2]=1.CO[CH2:29][C:30]([O:32][CH3:33])=[O:31].C[Si]([N-][Si](C)(C)C)(C)C.[Na+].[CH3:44][O:45][C:46](=[O:52])[CH:47](OC)CO, predict the reaction product. The product is: [CH3:44][O:45][C:46](=[O:52])[CH2:47][C:30]([C:29]1[CH:18]=[CH:19][C:12]([O:11][CH2:10][CH2:9][CH2:8][O:7][C:4]2[CH:3]=[CH:2][C:1]([C:21]3[CH:22]=[CH:23][CH:24]=[CH:25][CH:26]=3)=[CH:6][CH:5]=2)=[CH:13][C:14]=1[F:20])([OH:31])[O:32][CH3:33]. (2) The product is: [CH:34]1([NH:37][C:30]([C:29]2[CH:28]=[N:27][N:24]3[CH:25]=[CH:26][C:21]([N:17]4[CH2:18][CH2:19][CH2:20][C@@H:16]4[C:10]4[CH:11]=[C:12]([F:15])[CH:13]=[CH:14][C:9]=4[O:8][CH2:7][CH:5]4[CH2:4][O:3][C:2]([CH3:33])([CH3:1])[O:6]4)=[N:22][C:23]=23)=[O:32])[CH2:36][CH2:35]1. Given the reactants [CH3:1][C:2]1([CH3:33])[O:6][CH:5]([CH2:7][O:8][C:9]2[CH:14]=[CH:13][C:12]([F:15])=[CH:11][C:10]=2[C@H:16]2[CH2:20][CH2:19][CH2:18][N:17]2[C:21]2[CH:26]=[CH:25][N:24]3[N:27]=[CH:28][C:29]([C:30]([OH:32])=O)=[C:23]3[N:22]=2)[CH2:4][O:3]1.[CH:34]1([NH2:37])[CH2:36][CH2:35]1, predict the reaction product. (3) The product is: [C:1]12([NH:11][CH2:16][C:15]3[CH:18]=[CH:19][CH:20]=[CH:21][C:14]=3[O:13][CH3:12])[CH2:8][CH:7]3[CH2:6][CH:5]([CH2:4][CH:3]([CH2:9]3)[CH2:2]1)[CH2:10]2. Given the reactants [C:1]12([NH2:11])[CH2:10][CH:5]3[CH2:6][CH:7]([CH2:9][CH:3]([CH2:4]3)[CH2:2]1)[CH2:8]2.[CH3:12][O:13][C:14]1[CH:21]=[CH:20][CH:19]=[CH:18][C:15]=1[CH:16]=O, predict the reaction product. (4) Given the reactants COC1C=CC=CC=1N1CC[N:12]([C:15]([C:17]2[O:18][C:19]3[C:24]([C:25](=[O:27])[CH:26]=2)=[CH:23][CH:22]=[CH:21][C:20]=3[N:28]2[CH2:33][CH2:32][N:31]([CH3:34])[CH2:30][CH2:29]2)=[O:16])CC1.CN([C:38]([O:42]N1N=NC2C=CC=CC1=2)=[N+](C)C)C.[B-](F)(F)(F)F.OS1C2C=CC=CC=2N=C1.[N:67]1([C:73]2[CH:79]=[CH:78][C:76](N)=[CH:75][CH:74]=2)[CH2:72][CH2:71][O:70][CH2:69][CH2:68]1, predict the reaction product. The product is: [N:67]1([C:73]2[CH:79]=[CH:78][C:76]([NH:12][C:15]([C:17]3[O:18][C:19]4[C:24]([C:25](=[O:27])[CH:26]=3)=[CH:23][C:22]([O:42][CH3:38])=[CH:21][C:20]=4[N:28]3[CH2:29][CH2:30][N:31]([CH3:34])[CH2:32][CH2:33]3)=[O:16])=[CH:75][CH:74]=2)[CH2:72][CH2:71][O:70][CH2:69][CH2:68]1. (5) Given the reactants Cl[C:2]1[N:3]=[CH:4][C:5]2[CH:10]=[CH:9][N:8]([CH2:11][C:12]3[CH:17]=[C:16]([CH3:18])[CH:15]=[CH:14][C:13]=3[N:19]([CH3:24])[S:20]([CH3:23])(=[O:22])=[O:21])[C:6]=2[N:7]=1.[NH2:25][C:26]1[CH:31]=[CH:30][C:29]([N:32]2[CH2:37][CH2:36][N:35]([C:38]([O:40][C:41]([CH3:44])([CH3:43])[CH3:42])=[O:39])[CH2:34][CH2:33]2)=[CH:28][CH:27]=1.C(=O)([O-])[O-].[K+].[K+].CC(C1C=C(C(C)C)C(C2C=CC=CC=2P(C2CCCCC2)C2CCCCC2)=C(C(C)C)C=1)C, predict the reaction product. The product is: [CH3:18][C:16]1[CH:15]=[CH:14][C:13]([N:19]([CH3:24])[S:20]([CH3:23])(=[O:22])=[O:21])=[C:12]([CH:17]=1)[CH2:11][N:8]1[C:6]2[N:7]=[C:2]([NH:25][C:26]3[CH:31]=[CH:30][C:29]([N:32]4[CH2:37][CH2:36][N:35]([C:38]([O:40][C:41]([CH3:44])([CH3:43])[CH3:42])=[O:39])[CH2:34][CH2:33]4)=[CH:28][CH:27]=3)[N:3]=[CH:4][C:5]=2[CH:10]=[CH:9]1.